This data is from Reaction yield outcomes from USPTO patents with 853,638 reactions. The task is: Predict the reaction yield, written as a fraction of the theoretical maximum amount of product (1.0 means a 100% yield; for example, 0.34 means a 34% yield). (1) The reactants are [C:1](Cl)(=O)C(Cl)=O.CS(C)=O.[Cl:11][C:12]1[CH:17]=[CH:16][C:15]([CH:18]([OH:32])[C:19]2[CH:24]=[N:23][CH:22]=[C:21]3[S:25][C:26]([C:28]([O:30][CH3:31])=[O:29])=[CH:27][C:20]=23)=[CH:14][CH:13]=1.C(N(CC)CC)C. The catalyst is ClCCl.CS(C)=O.ClCCl. The product is [Cl:11][C:12]1[CH:17]=[CH:16][C:15]([C:18]([C:19]2[C:20]3[C:21]([S:25][CH:26]([C:28]([O:30][CH3:31])=[O:29])[CH:27]=3)=[CH:22][N:23]([CH3:1])[CH:24]=2)=[O:32])=[CH:14][CH:13]=1. The yield is 1.00. (2) The reactants are C([O-])([O-])=O.[Cs+].[Cs+].[CH:7]([N:20]1[CH2:23][CH:22]([O:24]S(C)(=O)=O)[CH2:21]1)([C:14]1[CH:19]=[CH:18][CH:17]=[CH:16][CH:15]=1)[C:8]1[CH:13]=[CH:12][CH:11]=[CH:10][CH:9]=1.[CH3:29][O:30][C:31]([C:33]1[CH:43]=[C:42](O)[C:36]2[CH2:37][C:38]([CH3:41])([CH3:40])[O:39][C:35]=2[CH:34]=1)=[O:32]. The catalyst is CN(C=O)C. The product is [CH3:29][O:30][C:31]([C:33]1[CH:43]=[C:42]([O:24][CH:22]2[CH2:23][N:20]([CH:7]([C:14]3[CH:19]=[CH:18][CH:17]=[CH:16][CH:15]=3)[C:8]3[CH:13]=[CH:12][CH:11]=[CH:10][CH:9]=3)[CH2:21]2)[C:36]2[CH2:37][C:38]([CH3:41])([CH3:40])[O:39][C:35]=2[CH:34]=1)=[O:32]. The yield is 0.840. (3) The reactants are [N:1]([O-])=O.[Na+].[NH2:5][C:6]1[C:7]([OH:21])=[C:8]([C:12]2[CH:17]=[CH:16][CH:15]=[C:14]([C:18]([OH:20])=[O:19])[CH:13]=2)[CH:9]=[CH:10][CH:11]=1.[CH3:22][C:23]1[NH:24][N:25]([C:29]2[N:34]=[C:33]([C:35]([F:38])([F:37])[F:36])[CH:32]=[CH:31][N:30]=2)[C:26](=[O:28])[CH:27]=1.C(=O)([O-])O.[Na+]. The catalyst is Cl.C(O)C. The product is [CH3:22][C:23]1[C:27](=[N:1][NH:5][C:6]2[C:7]([OH:21])=[C:8]([C:12]3[CH:17]=[CH:16][CH:15]=[C:14]([C:18]([OH:20])=[O:19])[CH:13]=3)[CH:9]=[CH:10][CH:11]=2)[C:26](=[O:28])[N:25]([C:29]2[N:34]=[C:33]([C:35]([F:38])([F:36])[F:37])[CH:32]=[CH:31][N:30]=2)[N:24]=1. The yield is 0.190. (4) The reactants are [CH2:1]([N:3]1[CH2:7][CH2:6][CH2:5][CH:4]1[CH2:8][O:9][C:10]1[CH:11]=[C:12]2[C:17](=[CH:18][CH:19]=1)[CH:16]=[C:15]([C:20]1[C:28]3[C:23](=[CH:24][CH:25]=[C:26]([C:29]#[N:30])[CH:27]=3)[N:22](C3CCCCO3)[N:21]=1)[CH:14]=[CH:13]2)[CH3:2].[OH-].[K+].F[P-](F)(F)(F)(F)F.N1([O:55]C(N(C)C)=[N+](C)C)C2C=CC=CC=2N=N1.O.ON1C2C=CC=CC=2N=N1.C(N(CC)CC)C.[CH2:81](N)[CH2:82][CH:83]([CH3:85])[CH3:84]. The catalyst is C(O)C.O. The product is [CH3:84][CH:83]([CH3:85])[CH2:82][CH2:81][NH:30][C:29]([C:26]1[CH:27]=[C:28]2[C:23](=[CH:24][CH:25]=1)[NH:22][N:21]=[C:20]2[C:15]1[CH:14]=[CH:13][C:12]2[C:17](=[CH:18][CH:19]=[C:10]([O:9][CH2:8][CH:4]3[CH2:5][CH2:6][CH2:7][N:3]3[CH2:1][CH3:2])[CH:11]=2)[CH:16]=1)=[O:55]. The yield is 0.500. (5) The reactants are [Br:1][C:2]1[CH:7]=[CH:6][C:5]([CH:8]([CH2:19][C:20]([O:22]C(C)(C)C)=[O:21])[C:9]([O:11][CH2:12][C:13]2[CH:18]=[CH:17][CH:16]=[CH:15][CH:14]=2)=[O:10])=[CH:4][CH:3]=1. The catalyst is C1(C)C=CC=CC=1. The product is [CH2:12]([O:11][C:9](=[O:10])[CH:8]([C:5]1[CH:4]=[CH:3][C:2]([Br:1])=[CH:7][CH:6]=1)[CH2:19][C:20]([OH:22])=[O:21])[C:13]1[CH:14]=[CH:15][CH:16]=[CH:17][CH:18]=1. The yield is 0.880. (6) The reactants are [F:1][C:2]([F:13])([F:12])[O:3][C:4]1[CH:11]=[CH:10][C:7]([CH2:8][NH2:9])=[CH:6][CH:5]=1.C[O:15][C:16](=O)[C:17]1[C:22]([I:23])=[CH:21][C:20]([N+:24]([O-:26])=[O:25])=[CH:19][C:18]=1[CH2:27]Br.C([O-])([O-])=O.[K+].[K+]. The catalyst is C1(C)C=CC=CC=1. The product is [N+:24]([C:20]1[CH:19]=[C:18]2[C:17](=[C:22]([I:23])[CH:21]=1)[C:16](=[O:15])[N:9]([CH2:8][C:7]1[CH:10]=[CH:11][C:4]([O:3][C:2]([F:12])([F:13])[F:1])=[CH:5][CH:6]=1)[CH2:27]2)([O-:26])=[O:25]. The yield is 0.100. (7) The reactants are [OH:1][C:2]1[N:7]=[CH:6][C:5]([CH:8]([C:13]#[C:14][CH3:15])[CH2:9][C:10]([OH:12])=[O:11])=[CH:4][CH:3]=1.OS(O)(=O)=O.[CH3:21][CH2:22]O. No catalyst specified. The product is [OH:1][C:2]1[N:7]=[CH:6][C:5]([CH:8]([C:13]#[C:14][CH3:15])[CH2:9][C:10]([O:12][CH2:21][CH3:22])=[O:11])=[CH:4][CH:3]=1. The yield is 0.242. (8) The reactants are CC(C)(C(=O)C)C#N.C(O[CH:12](OCC)[CH2:13][C:14](=O)[C:15]([CH3:19])([CH3:18])[C:16]#[N:17])C.S(O)(O)(=O)=O.[NH2:29][C:30]1[NH:31][CH:32]=[CH:33][N:34]=1.[NH2:29][C:30]1[NH:31][CH:32]=[CH:33][N:34]=1. The product is [N:31]1[CH:32]=[CH:33][N:34]2[CH:12]=[CH:13][C:14]([C:15]([CH3:18])([CH3:19])[C:16]#[N:17])=[N:29][C:30]=12. No catalyst specified. The yield is 0.690.